From a dataset of Reaction yield outcomes from USPTO patents with 853,638 reactions. Predict the reaction yield, written as a fraction of the theoretical maximum amount of product (1.0 means a 100% yield; for example, 0.34 means a 34% yield). The reactants are [Cl:1][C:2]1[CH:12]=[CH:11][C:5]2[CH2:6][CH2:7][NH:8][CH2:9][CH2:10][C:4]=2[C:3]=1[C:13]([O:15]CC)=O.[H-].[Al+3].[Li+].[H-].[H-].[H-].C1COCC1.C(N(CC)CC)C.[C:36](O[C:36]([O:38][C:39]([CH3:42])([CH3:41])[CH3:40])=[O:37])([O:38][C:39]([CH3:42])([CH3:41])[CH3:40])=[O:37].CNCCNC. The catalyst is CCCCCCC.O. The product is [C:39]([O:38][C:36]([N:8]1[CH2:9][CH2:10][C:4]2[C:3]([CH2:13][OH:15])=[C:2]([Cl:1])[CH:12]=[CH:11][C:5]=2[CH2:6][CH2:7]1)=[O:37])([CH3:42])([CH3:41])[CH3:40]. The yield is 0.870.